The task is: Predict which catalyst facilitates the given reaction.. This data is from Catalyst prediction with 721,799 reactions and 888 catalyst types from USPTO. (1) Reactant: [CH3:1]/[CH:2]=[CH:3]/[C:4]1[CH2:24][S:23][C@@H:7]2[C@H:8]([NH:11][C:12]([C@H:14]([NH2:22])[C:15]3[CH:16]=[CH:17][C:18]([OH:21])=[CH:19][CH:20]=3)=[O:13])[C:9](=[O:10])[N:6]2[C:5]=1[C:25]([OH:27])=[O:26]. Product: [CH3:1]/[CH:2]=[CH:3]/[C:4]1[CH2:24][S:23][C@@H:7]2[C@H:8]([NH:11][C:12]([C@H:14]([NH2:22])[C:15]3[CH:16]=[CH:17][C:18]([OH:21])=[CH:19][CH:20]=3)=[O:13])[C:9](=[O:10])[N:6]2[C:5]=1[C:25]([OH:27])=[O:26].[OH2:10]. The catalyst class is: 3. (2) Reactant: [CH3:1][O:2][C:3]1[CH:4]=[C:5]([NH2:10])[C:6]([NH2:9])=[CH:7][CH:8]=1.[CH3:11][O:12][C:13](=[O:22])[C:14]1[CH:19]=[CH:18][C:17]([CH:20]=O)=[CH:16][CH:15]=1.S(=O)(O)[O-].[Na+]. Product: [CH3:11][O:12][C:13](=[O:22])[C:14]1[CH:19]=[CH:18][C:17]([C:20]2[NH:10][C:5]3[CH:4]=[C:3]([O:2][CH3:1])[CH:8]=[CH:7][C:6]=3[N:9]=2)=[CH:16][CH:15]=1. The catalyst class is: 5.